From a dataset of Catalyst prediction with 721,799 reactions and 888 catalyst types from USPTO. Predict which catalyst facilitates the given reaction. (1) The catalyst class is: 4. Reactant: Cl.Cl.[Cl:3][C:4]1[C:9]([Cl:10])=[C:8]([O:11][CH3:12])[CH:7]=[CH:6][C:5]=1[N:13]1[CH2:18][CH2:17][N:16]([CH2:19][CH2:20][C@H:21]2[CH2:26][CH2:25][C@H:24]([NH2:27])[CH2:23][CH2:22]2)[CH2:15][CH2:14]1.C([N:30]([CH2:33]C)CC)C.ClC(Cl)([O:38]C(=O)OC(Cl)(Cl)Cl)Cl.N. Product: [Cl:3][C:4]1[C:9]([Cl:10])=[C:8]([O:11][CH3:12])[CH:7]=[CH:6][C:5]=1[N:13]1[CH2:18][CH2:17][N:16]([CH2:19][CH2:20][C@H:21]2[CH2:22][CH2:23][C@H:24]([NH:27][C:33]([NH2:30])=[O:38])[CH2:25][CH2:26]2)[CH2:15][CH2:14]1. (2) Reactant: C([O-])([O-])=O.[Cs+].[Cs+].C1C=CC(P(C2C=CC3C(=CC=CC=3)C=2C2C3C(=CC=CC=3)C=CC=2P(C2C=CC=CC=2)C2C=CC=CC=2)C2C=CC=CC=2)=CC=1.Cl[C:54]1[C:59]([C@H:60]2[CH2:64][CH2:63][CH2:62][N:61]2[C:65]2[CH:70]=[CH:69][N:68]3[N:71]=[CH:72][C:73]([C:74]([O:76][CH2:77][CH3:78])=[O:75])=[C:67]3[N:66]=2)=[CH:58][C:57]([F:79])=[CH:56][N:55]=1.[NH2:80][CH2:81][CH2:82][NH:83][C:84](=[O:90])[O:85][C:86]([CH3:89])([CH3:88])[CH3:87]. Product: [C:86]([O:85][C:84]([NH:83][CH2:82][CH2:81][NH:80][C:54]1[C:59]([C@H:60]2[CH2:64][CH2:63][CH2:62][N:61]2[C:65]2[CH:70]=[CH:69][N:68]3[N:71]=[CH:72][C:73]([C:74]([O:76][CH2:77][CH3:78])=[O:75])=[C:67]3[N:66]=2)=[CH:58][C:57]([F:79])=[CH:56][N:55]=1)=[O:90])([CH3:89])([CH3:88])[CH3:87]. The catalyst class is: 101. (3) Reactant: [CH2:1]([OH:4])[CH2:2][OH:3].[Cl:5][CH2:6][C:7]([OH:9])=O. Product: [Cl:5][CH2:6][C:7]([O:3][CH2:2][CH2:1][O:4][C:7](=[O:9])[CH2:6][Cl:5])=[O:9]. The catalyst class is: 626. (4) Reactant: [Br:1][C:2]1[NH:10][C:9]2[C:8](=[O:11])[NH:7][C:6](=[O:12])[N:5]([CH3:13])[C:4]=2[N:3]=1.[C:14](=O)([O-])[O-].[K+].[K+].CI. Product: [Br:1][C:2]1[N:10]([CH3:14])[C:9]2[C:8](=[O:11])[NH:7][C:6](=[O:12])[N:5]([CH3:13])[C:4]=2[N:3]=1. The catalyst class is: 9. (5) Product: [O:17]=[C:18]1[CH2:22][CH2:21][CH2:20][N:19]1[CH2:23][CH2:24][CH2:25][NH:26][C:27]([C:29]1[C:33]([CH3:34])=[C:32]([CH:35]=[C:9]2[C:8]3[C:12](=[CH:13][CH:14]=[CH:15][C:7]=3[CH:4]3[CH2:3][CH2:2][NH:1][CH2:6][CH2:5]3)[NH:11][C:10]2=[O:16])[NH:31][CH:30]=1)=[O:28]. Reactant: [NH:1]1[CH2:6][CH2:5][CH:4]([C:7]2[CH:15]=[CH:14][CH:13]=[C:12]3[C:8]=2[CH2:9][C:10](=[O:16])[NH:11]3)[CH2:3][CH2:2]1.[O:17]=[C:18]1[CH2:22][CH2:21][CH2:20][N:19]1[CH2:23][CH2:24][CH2:25][NH:26][C:27]([C:29]1[C:33]([CH3:34])=[C:32]([CH:35]=O)[NH:31][CH:30]=1)=[O:28]. The catalyst class is: 495.